This data is from Forward reaction prediction with 1.9M reactions from USPTO patents (1976-2016). The task is: Predict the product of the given reaction. (1) Given the reactants Cl.[C:2]([NH:5][C:6]1[CH:20]=[CH:19][C:9]([O:10][CH2:11][CH2:12][CH2:13][C:14]([O:16][CH2:17][CH3:18])=[O:15])=[CH:8][C:7]=1[NH2:21])(=[O:4])[CH3:3].C([O-])([O-])=O.[K+].[K+].CN(C=O)C.[Cl:33][C:34]1[CH:39]=[C:38]([Cl:40])[CH:37]=[CH:36][C:35]=1[CH2:41]Cl, predict the reaction product. The product is: [C:2]([NH:5][C:6]1[CH:20]=[CH:19][C:9]([O:10][CH2:11][CH2:12][CH2:13][C:14]([O:16][CH2:17][CH3:18])=[O:15])=[CH:8][C:7]=1[NH:21][CH2:41][C:35]1[CH:36]=[CH:37][C:38]([Cl:40])=[CH:39][C:34]=1[Cl:33])(=[O:4])[CH3:3]. (2) Given the reactants [Cl:1][C:2]1[CH:7]=[CH:6][C:5]([S:8]([CH:11]([C:18]2[CH:23]=[C:22]([F:24])[CH:21]=[CH:20][C:19]=2[F:25])[CH:12]([CH3:17])[CH2:13][CH2:14][CH2:15]O)(=[O:10])=[O:9])=[CH:4][CH:3]=1.C(Br)(Br)(Br)[Br:27].C1(P(C2C=CC=CC=2)C2C=CC=CC=2)C=CC=CC=1, predict the reaction product. The product is: [Br:27][CH2:15][CH2:14][CH2:13][CH:12]([CH3:17])[CH:11]([C:18]1[CH:23]=[C:22]([F:24])[CH:21]=[CH:20][C:19]=1[F:25])[S:8]([C:5]1[CH:6]=[CH:7][C:2]([Cl:1])=[CH:3][CH:4]=1)(=[O:10])=[O:9].